This data is from Forward reaction prediction with 1.9M reactions from USPTO patents (1976-2016). The task is: Predict the product of the given reaction. (1) Given the reactants [Si:1]([O:8][CH:9]1[C:13]2=[CH:14][C:15]3[CH:16]=[C:17]([C:21](=[N:25][CH2:26][C:27]4[CH:32]=[CH:31][C:30]([O:33][CH3:34])=[CH:29][C:28]=4[O:35][CH3:36])[CH2:22][CH2:23][CH3:24])[CH:18]=[CH:19][C:20]=3[N:12]2[CH2:11][CH2:10]1)([C:4]([CH3:7])([CH3:6])[CH3:5])([CH3:3])[CH3:2].CO[CH:39]=[C:40]([C:45]([O:47]C)=O)[C:41]([O:43][CH3:44])=[O:42], predict the reaction product. The product is: [Si:1]([O:8][CH:9]1[C:13]2=[CH:14][C:15]3[CH:16]=[C:17]([C:21]4[N:25]([CH2:26][C:27]5[CH:32]=[CH:31][C:30]([O:33][CH3:34])=[CH:29][C:28]=5[O:35][CH3:36])[C:45](=[O:47])[C:40]([C:41]([O:43][CH3:44])=[O:42])=[CH:39][C:22]=4[CH2:23][CH3:24])[CH:18]=[CH:19][C:20]=3[N:12]2[CH2:11][CH2:10]1)([C:4]([CH3:5])([CH3:6])[CH3:7])([CH3:2])[CH3:3]. (2) The product is: [CH3:22][C:23]1([CH3:52])[CH2:24][O:25][CH:26]([C:29]([CH3:51])=[CH:30][CH:31]=[CH:17][C:16]([CH3:19])=[CH:15][CH:14]=[CH:13][CH:12]=[C:11]([CH3:20])[CH:10]=[CH:9][CH:8]=[C:2]([CH3:1])[C:3]([O:5][CH2:6][CH3:7])=[O:4])[O:27][CH2:28]1. Given the reactants [CH3:1][C:2](=[CH:8][CH:9]=[CH:10][C:11]([CH3:20])=[CH:12][CH:13]=[CH:14][CH:15]=[C:16]([CH3:19])[CH:17]=O)[C:3]([O:5][CH2:6][CH3:7])=[O:4].[Cl-].[CH3:22][C:23]1([CH3:52])[CH2:28][O:27][CH:26]([C:29]([CH3:51])=[CH:30][CH2:31][P+](C2C=CC=CC=2)(C2C=CC=CC=2)C2C=CC=CC=2)[O:25][CH2:24]1.[O-]CC.[Na+], predict the reaction product. (3) Given the reactants [CH3:1][O:2][C:3](=[O:20])[C:4]1[CH:9]=[CH:8][CH:7]=[C:6]([CH:10]=[CH:11][C:12]2[CH:17]=[CH:16][C:15]([OH:18])=[CH:14][C:13]=2[CH3:19])[CH:5]=1.C(=O)([O-])[O-].[K+].[K+].Br[CH2:28][C:29]1[N:33]([C:34]2[CH:39]=[CH:38][CH:37]=[CH:36][C:35]=2[C:40]([F:43])([F:42])[F:41])[N:32]=[CH:31][C:30]=1[CH:44]([CH3:46])[CH3:45], predict the reaction product. The product is: [CH3:1][O:2][C:3](=[O:20])[C:4]1[CH:9]=[CH:8][CH:7]=[C:6]([CH:10]=[CH:11][C:12]2[CH:17]=[CH:16][C:15]([O:18][CH2:28][C:29]3[N:33]([C:34]4[CH:39]=[CH:38][CH:37]=[CH:36][C:35]=4[C:40]([F:42])([F:41])[F:43])[N:32]=[CH:31][C:30]=3[CH:44]([CH3:46])[CH3:45])=[CH:14][C:13]=2[CH3:19])[CH:5]=1. (4) Given the reactants [NH2:1][C@H:2]([C:6]([OH:8])=[O:7])[C@@H:3]([CH3:5])[OH:4].[CH2:9](O)[C:10]1[CH:15]=[CH:14][CH:13]=[CH:12][CH:11]=1.O.C1(C)C=CC(S(O)(=O)=O)=CC=1.O, predict the reaction product. The product is: [NH2:1][C@H:2]([C:6]([O:8][CH2:9][C:10]1[CH:15]=[CH:14][CH:13]=[CH:12][CH:11]=1)=[O:7])[C@@H:3]([CH3:5])[OH:4]. (5) Given the reactants [N:1]1([C:6]2[CH:11]=[CH:10][C:9]([N+:12]([O-])=O)=[CH:8][N:7]=2)[CH:5]=[CH:4][N:3]=[CH:2]1.Cl.[H][H], predict the reaction product. The product is: [N:1]1([C:6]2[N:7]=[CH:8][C:9]([NH2:12])=[CH:10][CH:11]=2)[CH:5]=[CH:4][N:3]=[CH:2]1. (6) Given the reactants [H-].[Al+3].[Li+].[H-].[H-].[H-].[Cl:7][C:8]1[CH:9]=[C:10]2[C:14](=[CH:15][CH:16]=1)[N:13]([S:17]([C:20]1[CH:25]=[CH:24][CH:23]=[CH:22][CH:21]=1)(=[O:19])=[O:18])[C:12]([C:26](OC)=[O:27])=[CH:11]2, predict the reaction product. The product is: [Cl:7][C:8]1[CH:9]=[C:10]2[C:14](=[CH:15][CH:16]=1)[N:13]([S:17]([C:20]1[CH:25]=[CH:24][CH:23]=[CH:22][CH:21]=1)(=[O:19])=[O:18])[C:12]([CH2:26][OH:27])=[CH:11]2. (7) Given the reactants [CH3:1][C@@H:2]1[CH2:6][O:5][C:4](=[O:7])[N:3]1[C:8]1[CH:16]=[CH:15][C:11]([C:12]([OH:14])=O)=[CH:10][CH:9]=1.[ClH:17].[CH:18]1([C:21]2[C:22]([N:28]3[CH2:33][CH2:32][NH:31][CH2:30][CH2:29]3)=[N:23][CH:24]=[C:25]([CH3:27])[CH:26]=2)[CH2:20][CH2:19]1.O.[Cl-].COC1N=C(OC)N=C([N+]2(C)CCOCC2)N=1.CN1CCOCC1.[OH-].[Na+], predict the reaction product. The product is: [ClH:17].[CH:18]1([C:21]2[C:22]([N:28]3[CH2:33][CH2:32][N:31]([C:12]([C:11]4[CH:10]=[CH:9][C:8]([N:3]5[C@H:2]([CH3:1])[CH2:6][O:5][C:4]5=[O:7])=[CH:16][CH:15]=4)=[O:14])[CH2:30][CH2:29]3)=[N:23][CH:24]=[C:25]([CH3:27])[CH:26]=2)[CH2:19][CH2:20]1.